From a dataset of hERG potassium channel inhibition data for cardiac toxicity prediction from Karim et al.. Regression/Classification. Given a drug SMILES string, predict its toxicity properties. Task type varies by dataset: regression for continuous values (e.g., LD50, hERG inhibition percentage) or binary classification for toxic/non-toxic outcomes (e.g., AMES mutagenicity, cardiotoxicity, hepatotoxicity). Dataset: herg_karim. (1) The drug is Cc1cccc2c1N(C(=O)CSc1ccc(Cl)cn1)CCC2. The result is 1 (blocker). (2) The molecule is NC1=NC2(CO1)c1cc(-c3cc(Cl)cnc3F)ccc1OCC21COC1. The result is 0 (non-blocker). (3) The molecule is CC(C(=O)O)c1ccc(CN2CCC(COC(=O)c3c4n(c5ccccc35)CCCO4)CC2)cc1. The result is 0 (non-blocker).